From a dataset of Forward reaction prediction with 1.9M reactions from USPTO patents (1976-2016). Predict the product of the given reaction. (1) Given the reactants CO[CH:3](OC)[N:4]([CH3:6])[CH3:5].[I:9][C:10]1[CH:15]=[C:14]([N+:16]([O-:18])=[O:17])[C:13]([CH3:19])=[CH:12][C:11]=1[F:20], predict the reaction product. The product is: [I:9][C:10]1[C:11]([F:20])=[CH:12][C:13]([CH:19]=[CH:3][N:4]([CH3:6])[CH3:5])=[C:14]([N+:16]([O-:18])=[O:17])[CH:15]=1. (2) The product is: [F:22][C:17]([F:23])([C:18]([F:19])([F:20])[F:21])[C:16]([F:24])([F:25])[C:15]([F:27])([F:26])[CH2:14][CH2:6][CH2:7][CH2:8][CH2:9][CH2:10][CH2:11][CH2:12][OH:13]. Given the reactants C(O)(=O)C.I[CH:6]([CH2:14][C:15]([F:27])([F:26])[C:16]([F:25])([F:24])[C:17]([F:23])([F:22])[C:18]([F:21])([F:20])[F:19])[CH2:7][CH2:8][CH2:9][CH2:10][CH2:11][CH2:12][OH:13], predict the reaction product. (3) Given the reactants [CH3:1][CH:2]([CH3:6])[CH2:3][CH2:4][NH2:5].[N:7]1[CH:8]=[CH:9][N:10]2[CH:15]=[C:14]([NH:16][C:17](=[O:28])[NH:18][C:19]3[CH:27]=[CH:26][C:22]([C:23]([OH:25])=O)=[CH:21][CH:20]=3)[CH:13]=[CH:12][C:11]=12.[N+]([C:32]1[CH:40]=CC(C(O)=O)=C[CH:33]=1)([O-])=O, predict the reaction product. The product is: [N:7]1[CH:8]=[CH:9][N:10]2[CH:15]=[C:14]([NH:16][C:17]([NH:18][C:19]3[CH:20]=[CH:21][C:22]([C:23]([NH:5][CH2:4][CH2:3][C:2]4[CH:6]=[CH:40][CH:32]=[CH:33][CH:1]=4)=[O:25])=[CH:26][CH:27]=3)=[O:28])[CH:13]=[CH:12][C:11]=12.